This data is from Reaction yield outcomes from USPTO patents with 853,638 reactions. The task is: Predict the reaction yield, written as a fraction of the theoretical maximum amount of product (1.0 means a 100% yield; for example, 0.34 means a 34% yield). (1) The reactants are C(O[C:6]([N:8]1[CH2:13][CH2:12][CH:11]([O:14][C:15]2[C:19]3[CH:20]=[CH:21][CH:22]=[CH:23][C:18]=3[O:17][N:16]=2)[CH2:10][CH2:9]1)=O)(C)(C)C.FC(F)(F)C(O)=O.[O:31]1C[CH:32]1[CH2:34][N:35]1[C:43]2[CH2:42][CH2:41][N:40]([C:44](=[O:46])[CH3:45])[CH2:39][C:38]=2[C:37]([C:47]2[CH:52]=[CH:51][C:50]([C:53]([F:56])([F:55])[F:54])=[CH:49][CH:48]=2)=[N:36]1. The catalyst is C(Cl)Cl. The product is [O:17]1[C:18]2[CH:23]=[CH:22][CH:21]=[CH:20][C:19]=2[C:15]([O:14][CH:11]2[CH2:10][CH2:9][N:8]([CH2:6][CH:32]([OH:31])[CH2:34][N:35]3[C:43]4[CH2:42][CH2:41][N:40]([C:44](=[O:46])[CH3:45])[CH2:39][C:38]=4[C:37]([C:47]4[CH:52]=[CH:51][C:50]([C:53]([F:56])([F:55])[F:54])=[CH:49][CH:48]=4)=[N:36]3)[CH2:13][CH2:12]2)=[N:16]1. The yield is 0.680. (2) The reactants are [O:1]1[C:5]2[CH:6]=[CH:7][C:8]([C:10]3([C:13]([NH:15][C:16]4[CH:17]=[C:18]5[C:22](=[CH:23][C:24]=4[F:25])[NH:21][CH:20]([C:26]([CH3:29])([CH3:28])[CH3:27])[CH2:19]5)=[O:14])[CH2:12][CH2:11]3)=[CH:9][C:4]=2[O:3][CH2:2]1.[CH2:30]([O:37]CCC=O)[C:31]1C=CC=C[CH:32]=1.[BH-](OC(C)=O)(OC(C)=O)OC(C)=O.[Na+]. The catalyst is ClCCl. The product is [O:1]1[C:5]2[CH:6]=[CH:7][C:8]([C:10]3([C:13]([NH:15][C:16]4[CH:17]=[C:18]5[C:22](=[CH:23][C:24]=4[F:25])[N:21]([CH2:32][CH2:31][CH2:30][OH:37])[C:20]([C:26]([CH3:29])([CH3:28])[CH3:27])=[CH:19]5)=[O:14])[CH2:12][CH2:11]3)=[CH:9][C:4]=2[O:3][CH2:2]1. The yield is 0.0800. (3) The catalyst is C(O)C. The product is [CH2:17]([O:19][C:20]1[CH:21]=[C:22]([CH:23]2[C:8]([C:4]3[CH:5]=[CH:6][CH:7]=[C:2]([F:1])[CH:3]=3)=[C:9]([C:11]3[CH:16]=[CH:15][CH:14]=[CH:13][CH:12]=3)[NH:35][C:33](=[O:34])[NH:32]2)[CH:25]=[C:26]([N+:29]([O-:31])=[O:30])[C:27]=1[OH:28])[CH3:18]. The reactants are [F:1][C:2]1[CH:3]=[C:4]([CH2:8][C:9]([C:11]2[CH:16]=[CH:15][CH:14]=[CH:13][CH:12]=2)=O)[CH:5]=[CH:6][CH:7]=1.[CH2:17]([O:19][C:20]1[CH:21]=[C:22]([CH:25]=[C:26]([N+:29]([O-:31])=[O:30])[C:27]=1[OH:28])[CH:23]=O)[CH3:18].[NH2:32][C:33]([NH2:35])=[O:34].Cl. The yield is 0.200. (4) The reactants are Br[C:2]1[CH:3]=[N:4][CH:5]=[N:6][CH:7]=1.[CH3:8][O:9][C:10]1[CH:17]=[CH:16][C:13]([CH2:14][NH2:15])=[CH:12][CH:11]=1. The yield is 0.850. The product is [CH3:8][O:9][C:10]1[CH:17]=[CH:16][C:13]([CH2:14][NH:15][C:2]2[CH:3]=[N:4][CH:5]=[N:6][CH:7]=2)=[CH:12][CH:11]=1. No catalyst specified. (5) The catalyst is C(Cl)Cl.O. The reactants are [S:1]1[CH:5]=[CH:4][C:3]([C:6]2[N:7]([CH2:11][C:12]3[CH:13]=[C:14]([C:18]4[CH:22]=[C:21]([CH2:23][CH:24]([CH3:26])[CH3:25])[S:20][C:19]=4[S:27]([NH:30]C(C)(C)C)(=[O:29])=[O:28])[CH:15]=[CH:16][CH:17]=3)[CH:8]=[CH:9][N:10]=2)=[CH:2]1.B(Cl)(Cl)Cl.C([O-])([O-])=O.[Na+].[Na+].Cl[C:46]([O:48][CH2:49][CH2:50][CH2:51][CH3:52])=[O:47]. The yield is 0.670. The product is [CH2:49]([O:48][C:46]([NH:30][S:27]([C:19]1[S:20][C:21]([CH2:23][CH:24]([CH3:25])[CH3:26])=[CH:22][C:18]=1[C:14]1[CH:15]=[CH:16][CH:17]=[C:12]([CH2:11][N:7]2[CH:8]=[CH:9][N:10]=[C:6]2[C:3]2[CH:4]=[CH:5][S:1][CH:2]=2)[CH:13]=1)(=[O:29])=[O:28])=[O:47])[CH2:50][CH2:51][CH3:52].